This data is from Full USPTO retrosynthesis dataset with 1.9M reactions from patents (1976-2016). The task is: Predict the reactants needed to synthesize the given product. (1) Given the product [F:48][C:45]1[CH:44]=[CH:43][C:42]2[S:41][C:36]3[CH:37]=[CH:38][CH:39]=[CH:40][C:35]=3[NH:34][C:33](=[O:32])[C:47]=2[CH:46]=1, predict the reactants needed to synthesize it. The reactants are: [N+](C1C=CC=CC=1F)([O-])=O.NC1(SC2C=C(F)C=CC=2)C=CC=CC1.C1([O:32][C:33](=O)[NH:34][C:35]2[CH:40]=[CH:39][CH:38]=[CH:37][C:36]=2[S:41][C:42]2[CH:47]=[CH:46][C:45]([F:48])=[CH:44][CH:43]=2)C=CC=CC=1. (2) Given the product [NH2:1][C:2]1[N:7]=[CH:6][C:5]([C:8]2[CH:9]=[CH:10][C:11]3[N:12]([CH:14]=[C:15]([NH:17][C:18](=[O:20])[CH3:19])[N:16]=3)[CH:13]=2)=[CH:4][C:3]=1[C:27]1[CH:28]=[CH:29][C:24]([C:23]([F:34])([F:33])[F:22])=[CH:25][CH:26]=1, predict the reactants needed to synthesize it. The reactants are: [NH2:1][C:2]1[N:7]=[CH:6][C:5]([C:8]2[CH:9]=[CH:10][C:11]3[N:12]([CH:14]=[C:15]([NH:17][C:18](=[O:20])[CH3:19])[N:16]=3)[CH:13]=2)=[CH:4][C:3]=1Cl.[F:22][C:23]([F:34])([F:33])[C:24]1[CH:29]=[CH:28][C:27](B(O)O)=[CH:26][CH:25]=1. (3) Given the product [Cl:1][C:2]1[CH:3]=[CH:4][C:5]([C:8]2[N:12](/[CH:13]=[CH:14]/[C:15]([F:17])([F:16])[F:18])[C:11](=[O:19])[N:10]([CH2:20][C:21]([NH:25][C@@:26]([C:31]3[CH:36]=[CH:35][CH:34]=[C:33]([C:37]([F:38])([F:39])[F:40])[CH:32]=3)([CH3:30])[C:27]([NH2:29])=[O:28])=[O:23])[N:9]=2)=[CH:6][CH:7]=1, predict the reactants needed to synthesize it. The reactants are: [Cl:1][C:2]1[CH:7]=[CH:6][C:5]([C:8]2[N:12](/[CH:13]=[CH:14]/[C:15]([F:18])([F:17])[F:16])[C:11](=[O:19])[N:10]([CH2:20][C:21]([OH:23])=O)[N:9]=2)=[CH:4][CH:3]=1.Cl.[NH2:25][C@@:26]([C:31]1[CH:36]=[CH:35][CH:34]=[C:33]([C:37]([F:40])([F:39])[F:38])[CH:32]=1)([CH3:30])[C:27]([NH2:29])=[O:28].C(Cl)CCl.C1C=CC2N(O)N=NC=2C=1.C(N(CC)C(C)C)(C)C.Cl. (4) Given the product [NH2:22][C@H:23]1[CH2:28][CH2:27][CH2:26][CH2:25][C@H:24]1[NH:29][C:2]1[N:7]=[N:6][C:5]([C:8]([NH2:10])=[O:9])=[C:4]([NH:11][C:12]2[CH:17]=[CH:16][C:15]([CH3:18])=[C:14]([CH:19]([CH3:21])[CH3:20])[N:13]=2)[CH:3]=1, predict the reactants needed to synthesize it. The reactants are: Cl[C:2]1[N:7]=[N:6][C:5]([C:8]([NH2:10])=[O:9])=[C:4]([NH:11][C:12]2[CH:17]=[CH:16][C:15]([CH3:18])=[C:14]([CH:19]([CH3:21])[CH3:20])[N:13]=2)[CH:3]=1.[NH2:22][C@@H:23]1[CH2:28][CH2:27][CH2:26][CH2:25][C@@H:24]1[NH:29]C(=O)OC(C)(C)C.CN1C(=O)CCC1.C(O)(C(F)(F)F)=O. (5) The reactants are: [C:1]([NH:4][C:5]1[N:6]=[C:7]2[CH:12]=[CH:11][C:10]([C:13]3[N:17]([CH:18]4[CH2:23][CH2:22][N:21]([C:24]([O:26][C:27]([CH3:30])([CH3:29])[CH3:28])=[O:25])[CH2:20][CH2:19]4)[CH:16]=[N:15][C:14]=3[C:31]3[CH:36]=[CH:35][C:34]([F:37])=[CH:33][CH:32]=3)=[N:9][N:8]2[CH:38]=1)(=[O:3])[CH3:2].[CH3:39]C1(C)C(C)(C)OB(C2C=CC3N(C=C(NC(=O)C)N=3)N=2)O1.BrC1N(C2CCN(C(OC(C)(C)C)=O)CC2)C(C)=NC=1C1C=CC(F)=CC=1. Given the product [C:1]([NH:4][C:5]1[N:6]=[C:7]2[CH:12]=[CH:11][C:10]([C:13]3[N:17]([CH:18]4[CH2:19][CH2:20][N:21]([C:24]([O:26][C:27]([CH3:30])([CH3:29])[CH3:28])=[O:25])[CH2:22][CH2:23]4)[C:16]([CH3:39])=[N:15][C:14]=3[C:31]3[CH:36]=[CH:35][C:34]([F:37])=[CH:33][CH:32]=3)=[N:9][N:8]2[CH:38]=1)(=[O:3])[CH3:2], predict the reactants needed to synthesize it. (6) Given the product [NH3:14].[C:44]([O:49][C:48]1[CH:50]=[CH:51][C:52]([C@@H:54]([OH:81])[CH2:55][NH:56][CH2:57][CH2:58][C:59]2[CH:64]=[CH:63][C:62]([O:65][CH2:66][CH2:67][O:68][CH2:69][C:70]3[CH:75]=[CH:74][CH:73]=[C:72]([S:76]([CH:78]([CH3:80])[CH3:79])=[O:77])[CH:71]=3)=[CH:61][CH:60]=2)=[CH:53][C:47]=1[CH2:46][OH:3])(=[O:45])[CH3:43], predict the reactants needed to synthesize it. The reactants are: CC1(C)OC2C=CC([C@H]3OC(=O)[N:14](CCC4C=CC(OCCOCC5C=CC=C(S(C(C)C)=O)C=5)=CC=4)C3)=CC=2C[O:3]1.[CH3:43][C:44]1(C)[O:49][C:48]2[CH:50]=[CH:51][C:52]([C@@H:54]([OH:81])[CH2:55][NH:56][CH2:57][CH2:58][C:59]3[CH:64]=[CH:63][C:62]([O:65][CH2:66][CH2:67][O:68][CH2:69][C:70]4[CH:75]=[CH:74][CH:73]=[C:72]([S:76]([CH:78]([CH3:80])[CH3:79])=[O:77])[CH:71]=4)=[CH:61][CH:60]=3)=[CH:53][C:47]=2[CH2:46][O:45]1.C[Si](C)(C)[O-].[K+]. (7) Given the product [Cl:55][C:64]1[CH:63]=[CH:67][C:53]([C@@:18]([NH:17][C:15](=[O:16])[NH:14][CH:12]([CH3:13])[C:11]([F:48])([F:47])[C:10]([NH:58][CH3:57])=[O:9])([C:26]2[CH:31]=[C:30]([O:32][C:33]([F:38])([F:37])[CH:34]([F:35])[F:36])[CH:29]=[C:28]([F:39])[CH:27]=2)[CH2:19][C:20]2[CH:25]=[CH:24][CH:23]=[CH:22][CH:21]=2)=[N:54][CH:65]=1, predict the reactants needed to synthesize it. The reactants are: CN(C)CCCN(CC)C([O:9][C:10](=O)[C:11]([F:48])([F:47])[CH:12]([NH:14][C:15]([NH:17][C@:18](C1C=CC(Cl)=CN=1)([C:26]1[CH:31]=[C:30]([O:32][C:33]([F:38])([F:37])[CH:34]([F:36])[F:35])[CH:29]=[C:28]([F:39])[CH:27]=1)[CH2:19][C:20]1[CH:25]=[CH:24][CH:23]=[CH:22][CH:21]=1)=[O:16])[CH3:13])=N.[CH3:53][NH2:54].[ClH:55].C[CH2:57][N:58](CC)CC.[CH2:63]1[CH2:67]O[CH2:65][CH2:64]1. (8) Given the product [CH2:16]([O:15][C@H:14]([C@@H:9]([O:8][CH2:1][C:2]1[CH:3]=[CH:4][CH:5]=[CH:6][CH:7]=1)[C@@H:10]([OH:11])[CH3:23])[CH2:13][OH:25])[C:17]1[CH:18]=[CH:19][CH:20]=[CH:21][CH:22]=1, predict the reactants needed to synthesize it. The reactants are: [CH2:1]([O:8][C@@H:9]1[C@@H:14]([O:15][CH2:16][C:17]2[CH:22]=[CH:21][CH:20]=[CH:19][CH:18]=2)[CH:13]=C[O:11][C@H:10]1[CH3:23])[C:2]1[CH:7]=[CH:6][CH:5]=[CH:4][CH:3]=1.C([O-])(O)=[O:25].[Na+].O=[O+][O-].[BH4-].[Na+].CC([O-])=O.[Na+]. (9) Given the product [CH3:22][O:25][C:31](=[O:32])[C:15]1[CH:14]=[CH:13][CH:12]=[C:11]([CH2:10][O:17][C:13]2[CH:14]=[CH:15][CH:16]=[C:11]([C:10]3[N:9]=[C:8]([CH:18]4[CH2:21][CH2:20][CH2:19]4)[N:4]4[CH:5]=[CH:6][N:7]=[C:2]([NH2:1])[C:3]=34)[CH:12]=2)[CH:16]=1, predict the reactants needed to synthesize it. The reactants are: [NH2:1][C:2]1[C:3]2[N:4]([C:8]([CH:18]3[CH2:21][CH2:20][CH2:19]3)=[N:9][C:10]=2[C:11]2[CH:12]=[C:13]([OH:17])[CH:14]=[CH:15][CH:16]=2)[CH:5]=[CH:6][N:7]=1.[C:22]([O-:25])([O-])=O.[Cs+].[Cs+].CN([CH:31]=[O:32])C. (10) Given the product [F:17][C:18]1[CH:23]=[C:22]([F:24])[CH:21]=[CH:20][C:19]=1[C:25]1[CH:30]=[C:29]([N:31]2[CH2:32][CH2:33][N:34]([C:9]([NH:8][C:5]3[O:4][N:3]=[C:2]([CH3:1])[C:6]=3[CH3:7])=[O:16])[CH2:35][CH2:36]2)[CH:28]=[CH:27][N:26]=1, predict the reactants needed to synthesize it. The reactants are: [CH3:1][C:2]1[C:6]([CH3:7])=[C:5]([NH:8][C:9](=[O:16])OCC(Cl)(Cl)Cl)[O:4][N:3]=1.[F:17][C:18]1[CH:23]=[C:22]([F:24])[CH:21]=[CH:20][C:19]=1[C:25]1[CH:30]=[C:29]([N:31]2[CH2:36][CH2:35][NH:34][CH2:33][CH2:32]2)[CH:28]=[CH:27][N:26]=1.